Dataset: Reaction yield outcomes from USPTO patents with 853,638 reactions. Task: Predict the reaction yield, written as a fraction of the theoretical maximum amount of product (1.0 means a 100% yield; for example, 0.34 means a 34% yield). (1) The reactants are [N:1]1[CH:6]=[CH:5][CH:4]=[CH:3][C:2]=1[C:7]([OH:9])=O.CCN=C=NCCCN(C)C.C1C=CC2N(O)N=NC=2C=1.[NH2:31][CH2:32][CH:33]([OH:45])[CH2:34][N:35]1[CH2:44][CH2:43][C:42]2[C:37](=[CH:38][CH:39]=[CH:40][CH:41]=2)[CH2:36]1. The catalyst is C(Cl)Cl. The product is [CH2:36]1[C:37]2[C:42](=[CH:41][CH:40]=[CH:39][CH:38]=2)[CH2:43][CH2:44][N:35]1[CH2:34][CH:33]([OH:45])[CH2:32][NH:31][C:7](=[O:9])[C:2]1[CH:3]=[CH:4][CH:5]=[CH:6][N:1]=1. The yield is 0.269. (2) The reactants are [CH3:1][CH:2]([CH3:18])[C:3]([NH:5][C:6]1[CH:11]=[CH:10][CH:9]=[C:8]([CH:12]2[CH2:17][CH2:16][NH:15][CH2:14][CH2:13]2)[CH:7]=1)=[O:4].Cl[CH2:20][CH2:21][C@H:22]([O:29][C:30]1(OC2C=CC=CC=2)[CH:35]=[CH:34][CH:33]=[CH:32][CH2:31]1)[C:23]1[CH:28]=[CH:27][CH:26]=[CH:25][CH:24]=1.[C:43](=[O:46])([O-])[O-].[K+].[K+].[I-].[Na+]. The catalyst is CN(C=O)C.O. The product is [CH3:1][CH:2]([CH3:18])[C:3]([NH:5][C:6]1[CH:11]=[CH:10][CH:9]=[C:8]([CH:12]2[CH2:17][CH2:16][N:15]([CH2:20][CH2:21][C@H:22]([O:29][C:30]3[CH:31]=[CH:32][C:33]([O:46][C:43]4[CH:10]=[CH:11][CH:6]=[CH:7][CH:8]=4)=[CH:34][CH:35]=3)[C:23]3[CH:24]=[CH:25][CH:26]=[CH:27][CH:28]=3)[CH2:14][CH2:13]2)[CH:7]=1)=[O:4]. The yield is 0.746. (3) The reactants are [Cl:1][C:2]1[CH:3]=[C:4]([NH:9][C:10]2[N:22]=[CH:21][N:20]=[C:19]3[C:11]=2[C:12]2[CH:13]=[CH:14][C:15]4[C:16](=[CH:23][N:24]([CH2:26][CH2:27]OS(C)(=O)=O)[N:25]=4)[C:17]=2[S:18]3)[CH:5]=[CH:6][C:7]=1[F:8].C(N(C(C)C)CC)(C)C.[NH2:42][CH2:43][CH2:44][S:45]([CH3:48])(=[O:47])=[O:46]. The catalyst is CN(C=O)C.CO. The product is [Cl:1][C:2]1[CH:3]=[C:4]([NH:9][C:10]2[N:22]=[CH:21][N:20]=[C:19]3[C:11]=2[C:12]2[CH:13]=[CH:14][C:15]4[C:16](=[CH:23][N:24]([CH2:26][CH2:27][NH:42][CH2:43][CH2:44][S:45]([CH3:48])(=[O:47])=[O:46])[N:25]=4)[C:17]=2[S:18]3)[CH:5]=[CH:6][C:7]=1[F:8]. The yield is 0.0510.